From a dataset of Catalyst prediction with 721,799 reactions and 888 catalyst types from USPTO. Predict which catalyst facilitates the given reaction. Reactant: [C:1](=O)([CH3:4])[CH2:2]Cl.[C:6]([O:10][C:11]([N:13]1[CH2:18][CH2:17][NH:16][CH2:15][CH2:14]1)=[O:12])([CH3:9])([CH3:8])[CH3:7].[C:19](=[O:22])([O-])[O-].[K+].[K+]. Product: [CH3:2][CH:1]([CH3:4])[C:19]([N:16]1[CH2:17][CH2:18][N:13]([C:11]([O:10][C:6]([CH3:9])([CH3:7])[CH3:8])=[O:12])[CH2:14][CH2:15]1)=[O:22]. The catalyst class is: 2.